Dataset: Forward reaction prediction with 1.9M reactions from USPTO patents (1976-2016). Task: Predict the product of the given reaction. (1) Given the reactants C[O:2][C:3]([C:5]1[S:9][C:8]2[C:10]3[C:15]([CH:16]=[CH:17][C:7]=2[C:6]=1[O:18][CH2:19][C:20]([O:22]CC)=[O:21])=[CH:14][CH:13]=[CH:12][CH:11]=3)=[O:4].C1COCC1.O.[OH-].[Li+].Cl, predict the reaction product. The product is: [C:20]([CH2:19][O:18][C:6]1[C:7]2[CH:17]=[CH:16][C:15]3[C:10](=[CH:11][CH:12]=[CH:13][CH:14]=3)[C:8]=2[S:9][C:5]=1[C:3]([OH:4])=[O:2])([OH:22])=[O:21]. (2) Given the reactants [H-].[Na+].[C:3]([C:7]([C:10]([C:13]([C:16]([CH2:19][OH:20])([F:18])[F:17])([F:15])[F:14])([F:12])[F:11])([F:9])[F:8])([F:6])([F:5])[F:4].[OH-:21].[Na+].Cl.[OH2:24], predict the reaction product. The product is: [C:3]([C:7]([C:10]([C:13]([C:16]([CH2:19][O:20][C:7]([C:10]([OH:24])=[O:21])([C:3]([F:6])([F:5])[F:4])[F:8])([F:17])[F:18])([F:15])[F:14])([F:12])[F:11])([F:9])[F:8])([F:6])([F:5])[F:4]. (3) Given the reactants C1(S([CH:10]([C@@H:18]([C@@H:30]2[C@:38]3([CH3:39])[C@H:33]([C@@H:34]([O:40][Si:41]([C:44]([CH3:47])([CH3:46])[CH3:45])([CH3:43])[CH3:42])[CH2:35][CH2:36][CH2:37]3)[CH2:32][CH2:31]2)[CH2:19][CH2:20][CH2:21][C:22]([CH3:29])([O:24][Si:25]([CH3:28])([CH3:27])[CH3:26])[CH3:23])[CH2:11][C@@H:12]([OH:17])[C:13]([CH3:16])([OH:15])[CH3:14])(=O)=O)C=CC=CC=1.C(=O)([O-])[O-].[Ca+2], predict the reaction product. The product is: [C:44]([Si:41]([CH3:42])([CH3:43])[O:40][C@H:34]1[CH2:35][CH2:36][CH2:37][C@@:38]2([CH3:39])[C@H:33]1[CH2:32][CH2:31][C@@H:30]2[C@@H:18]([CH2:19][CH2:20][CH2:21][C:22]([CH3:29])([O:24][Si:25]([CH3:27])([CH3:28])[CH3:26])[CH3:23])[CH2:10][CH2:11][C@@H:12]([OH:17])[C:13]([CH3:14])([OH:15])[CH3:16])([CH3:47])([CH3:46])[CH3:45]. (4) The product is: [CH3:7][O:8][C:9]1[CH:10]=[C:11]([P:19]([Cl:2])(=[O:36])[O:20][CH2:21][C:22]2[CH:27]=[CH:26][CH:25]=[CH:24][CH:23]=2)[CH:12]=[C:13]([O:17][CH3:18])[C:14]=1[O:15][CH3:16]. Given the reactants P(Cl)(Cl)(Cl)(Cl)[Cl:2].[CH3:7][O:8][C:9]1[CH:10]=[C:11]([P:19](=[O:36])(OCC2C=CC=CC=2)[O:20][CH2:21][C:22]2[CH:27]=[CH:26][CH:25]=[CH:24][CH:23]=2)[CH:12]=[C:13]([O:17][CH3:18])[C:14]=1[O:15][CH3:16], predict the reaction product. (5) Given the reactants [C:1]([CH:4]1[CH2:9][CH2:8][N:7]([C:10]([O:12][C:13]([CH3:16])([CH3:15])[CH3:14])=[O:11])[CH2:6][CH2:5]1)(=[O:3])[CH3:2].[C:17](OCC)(=[O:19])[CH3:18].CC(C)([O-])C.[K+], predict the reaction product. The product is: [C:13]([O:12][C:10]([N:7]1[CH2:6][CH2:5][CH:4]([C:1](=[O:3])[CH2:2][C:17](=[O:19])[CH3:18])[CH2:9][CH2:8]1)=[O:11])([CH3:16])([CH3:15])[CH3:14].